Dataset: Reaction yield outcomes from USPTO patents with 853,638 reactions. Task: Predict the reaction yield, written as a fraction of the theoretical maximum amount of product (1.0 means a 100% yield; for example, 0.34 means a 34% yield). (1) The reactants are [Br:1][C:2]1[CH:3]=[CH:4][C:5]([O:12]C)=[C:6]([CH2:8][C:9](=O)[CH3:10])[CH:7]=1.B(Br)(Br)Br.O. The catalyst is C(Cl)Cl. The product is [Br:1][C:2]1[CH:3]=[CH:4][C:5]2[O:12][C:9]([CH3:10])=[CH:8][C:6]=2[CH:7]=1. The yield is 0.570. (2) The reactants are [CH:1]([C:3]1[CH:8]=[CH:7][C:6]([S:9][C:10]([CH3:19])([CH3:18])[C:11]([O:13][C:14]([CH3:17])([CH3:16])[CH3:15])=[O:12])=[CH:5][CH:4]=1)=O.[CH3:20][O:21][CH2:22][CH2:23][NH2:24].C([BH3-])#N.[Na+].Cl.C(=O)([O-])[O-].[Na+].[Na+]. The catalyst is CO.C(O)(=O)C. The product is [CH3:20][O:21][CH2:22][CH2:23][NH:24][CH2:1][C:3]1[CH:8]=[CH:7][C:6]([S:9][C:10]([CH3:19])([CH3:18])[C:11]([O:13][C:14]([CH3:17])([CH3:16])[CH3:15])=[O:12])=[CH:5][CH:4]=1. The yield is 0.580. (3) The reactants are [CH2:1]([C:4]([C:6]1[S:10][C:9]([NH2:11])=[N:8][C:7]=1[C:12]1[O:13][CH:14]=[CH:15][CH:16]=1)=[O:5])[CH2:2][CH3:3].[CH:17]1([C:20](Cl)=[O:21])[CH2:19][CH2:18]1.C(=O)([O-])O.[Na+]. The catalyst is N1C=CC=CC=1. The product is [C:4]([C:6]1[S:10][C:9]([NH:11][C:20]([CH:17]2[CH2:19][CH2:18]2)=[O:21])=[N:8][C:7]=1[C:12]1[O:13][CH:14]=[CH:15][CH:16]=1)(=[O:5])[CH2:1][CH2:2][CH3:3]. The yield is 0.550. (4) The reactants are [C:1]([O:11][C:12]([CH3:15])([CH3:14])[CH3:13])(=[O:10])[CH2:2][C:3]([O:5][C:6]([CH3:9])([CH3:8])[CH3:7])=[O:4].[H-].[Na+].Br[C:19]1[CH:32]=[CH:31][C:22]2[CH:23]=[C:24]([C:26]([O:28][CH2:29][CH3:30])=[O:27])[S:25][C:21]=2[CH:20]=1.[NH4+].[Cl-]. The catalyst is C1COCC1.CC(C)([P](C(C)(C)C)([Pd][P](C(C)(C)C)(C(C)(C)C)C(C)(C)C)C(C)(C)C)C. The product is [CH2:29]([O:28][C:26]([C:24]1[S:25][C:21]2[CH:20]=[C:19]([CH:2]([C:3]([O:5][C:6]([CH3:7])([CH3:8])[CH3:9])=[O:4])[C:1]([O:11][C:12]([CH3:15])([CH3:14])[CH3:13])=[O:10])[CH:32]=[CH:31][C:22]=2[CH:23]=1)=[O:27])[CH3:30]. The yield is 0.480.